Dataset: Full USPTO retrosynthesis dataset with 1.9M reactions from patents (1976-2016). Task: Predict the reactants needed to synthesize the given product. (1) Given the product [CH3:34][O:33][C:30]1[CH:31]=[CH:32][C:27]([C:26]([CH:24]([OH:25])[C@H:18]2[S:17][C@@H:16]([N:2]3[CH:58]=[CH:57][C:5]([NH2:1])=[N:4][C:3]3=[O:6])[C@H:15]([OH:14])[C@@H:19]2[OH:20])([C:43]2[CH:48]=[CH:47][CH:46]=[CH:45][CH:44]=2)[C:35]2[CH:36]=[CH:37][C:38]([O:41][CH3:42])=[CH:39][CH:40]=2)=[CH:28][CH:29]=1, predict the reactants needed to synthesize it. The reactants are: [NH:1]1[CH:5]=[N:4][CH:3]=[N:2]1.[O:6]=P(Cl)(Cl)Cl.C([O:14][C@@H:15]1[C@H:19]([O:20]C(=O)C)[C@@H:18]([CH:24]([C:26]([C:43]2[CH:48]=[CH:47][CH:46]=[CH:45][CH:44]=2)([C:35]2[CH:40]=[CH:39][C:38]([O:41][CH3:42])=[CH:37][CH:36]=2)[C:27]2[CH:32]=[CH:31][C:30]([O:33][CH3:34])=[CH:29][CH:28]=2)[OH:25])[S:17][C@H:16]1N1C=CC(=O)NC1=O)(=O)C.[C:57](#N)[CH3:58]. (2) Given the product [CH:13]1([NH:20][C:21]2[S:22][CH:2]([CH2:6][C:7]3[CH:8]=[N:9][CH:10]=[CH:11][CH:12]=3)[C:3](=[O:5])[N:23]=2)[CH2:19][CH2:18][CH2:17][CH2:16][CH2:15][CH2:14]1, predict the reactants needed to synthesize it. The reactants are: N[C@@H:2]([CH2:6][C:7]1[CH:8]=[N:9][CH:10]=[CH:11][CH:12]=1)[C:3]([OH:5])=O.[CH:13]1([NH:20][C:21]([NH2:23])=[S:22])[CH2:19][CH2:18][CH2:17][CH2:16][CH2:15][CH2:14]1. (3) Given the product [CH3:14][O:13][C:3]1[C:4]([N+:10]([O-:12])=[O:11])=[C:5]([CH:8]=[CH:9][C:2]=1[O:1][CH2:15][O:16][CH3:17])[C:6]#[N:7], predict the reactants needed to synthesize it. The reactants are: [OH:1][C:2]1[CH:9]=[CH:8][C:5]([C:6]#[N:7])=[C:4]([N+:10]([O-:12])=[O:11])[C:3]=1[O:13][CH3:14].[CH3:15][O:16][CH2:17]Cl.C(=O)([O-])[O-].[K+].[K+].O. (4) Given the product [Cl:1][C:2]1[CH:9]=[C:8]([F:10])[CH:7]=[CH:6][C:3]=1[CH:4]1[C:19]([C:20]([O:22][CH2:23][CH3:24])=[O:21])=[C:18]([CH2:25][CH2:26][CH3:27])[NH:11][C:12]2=[N:13][NH:14][CH:15]=[C:16]12, predict the reactants needed to synthesize it. The reactants are: [Cl:1][C:2]1[CH:9]=[C:8]([F:10])[CH:7]=[CH:6][C:3]=1[CH:4]=O.[NH2:11][C:12]1[CH:16]=[CH:15][NH:14][N:13]=1.O=[C:18]([CH2:25][CH2:26][CH3:27])[CH2:19][C:20]([O:22][CH2:23][CH3:24])=[O:21]. (5) Given the product [CH3:23][C:24]1[CH:29]=[CH:28][C:27]([S:30]([O:33][CH2:34][CH2:35][O:36][C:37]2[N:42]3[C:43]([NH:62][C:63]4[CH:72]=[CH:71][C:66]5[O:67][CH2:68][CH2:69][O:70][C:65]=5[CH:64]=4)=[C:44]([C:46]4[C:51]([CH3:52])=[CH:50][C:49]([OH:53])=[CH:48][C:47]=4[CH3:61])[N:45]=[C:41]3[CH:40]=[CH:39][CH:38]=2)(=[O:32])=[O:31])=[CH:26][CH:25]=1, predict the reactants needed to synthesize it. The reactants are: CCCC[N+](CCCC)(CCCC)CCCC.[F-].C(O)(=O)C.[CH3:23][C:24]1[CH:29]=[CH:28][C:27]([S:30]([O:33][CH2:34][CH2:35][O:36][C:37]2[N:42]3[C:43]([NH:62][C:63]4[CH:72]=[CH:71][C:66]5[O:67][CH2:68][CH2:69][O:70][C:65]=5[CH:64]=4)=[C:44]([C:46]4[C:51]([CH3:52])=[CH:50][C:49]([O:53][Si](C(C)(C)C)(C)C)=[CH:48][C:47]=4[CH3:61])[N:45]=[C:41]3[CH:40]=[CH:39][CH:38]=2)(=[O:32])=[O:31])=[CH:26][CH:25]=1.